This data is from Reaction yield outcomes from USPTO patents with 853,638 reactions. The task is: Predict the reaction yield, written as a fraction of the theoretical maximum amount of product (1.0 means a 100% yield; for example, 0.34 means a 34% yield). (1) The reactants are Br[C:2]1[CH:3]=[C:4]([CH:13]=[CH:14][C:15]=1[F:16])[O:5][CH2:6][C:7]([NH:9][CH:10]1[CH2:12][CH2:11]1)=[O:8].[B:17]1([B:17]2[O:21][C:20]([CH3:23])([CH3:22])[C:19]([CH3:25])([CH3:24])[O:18]2)[O:21][C:20]([CH3:23])([CH3:22])[C:19]([CH3:25])([CH3:24])[O:18]1.C([O-])(=O)C.[K+]. The catalyst is O1CCOCC1.CCOC(C)=O.C1C=CC(P(C2C=CC=CC=2)[C-]2C=CC=C2)=CC=1.C1C=CC(P(C2C=CC=CC=2)[C-]2C=CC=C2)=CC=1.Cl[Pd]Cl.[Fe+2]. The product is [CH:10]1([NH:9][C:7](=[O:8])[CH2:6][O:5][C:4]2[CH:13]=[CH:14][C:15]([F:16])=[C:2]([B:17]3[O:21][C:20]([CH3:23])([CH3:22])[C:19]([CH3:25])([CH3:24])[O:18]3)[CH:3]=2)[CH2:12][CH2:11]1. The yield is 0.210. (2) The reactants are FC1C=CC=C(OC)C=1OC1C([N+]([O-])=O)=C(C)C=CC=1.BrN1C(=O)CCC1=O.C(OO[C:39](=[O:46])C1C=CC=CC=1)(=O)C1C=CC=CC=1.CN1CCNCC1.[F:54][C:55]1[CH:76]=[CH:75][CH:74]=[C:73]([O:77][CH3:78])[C:56]=1[O:57][C:58]1[CH:64]=[C:63]([CH2:65][N:66]2[CH2:71][CH2:70][N:69]([CH3:72])[CH2:68][CH2:67]2)[CH:62]=[CH:61][C:59]=1[NH2:60].[NH2:79][C:80]1[S:81][CH:82]=[CH:83][N:84]=1. The product is [F:54][C:55]1[CH:76]=[CH:75][CH:74]=[C:73]([O:77][CH3:78])[C:56]=1[O:57][C:58]1[CH:64]=[C:63]([CH2:65][N:66]2[CH2:67][CH2:68][N:69]([CH3:72])[CH2:70][CH2:71]2)[CH:62]=[CH:61][C:59]=1[NH:60][C:39]([NH:79][C:80]1[S:81][CH:82]=[CH:83][N:84]=1)=[O:46]. The yield is 0.550. The catalyst is C(Cl)(Cl)(Cl)Cl.C1COCC1. (3) The reactants are [F:1][C:2]1[CH:7]=[CH:6][C:5]([C:8]2[N:12]([CH2:13][O:14][CH2:15][CH2:16][Si:17]([CH3:20])([CH3:19])[CH3:18])[C:11]([CH2:21][N:22]([CH:38]3[C:47]4[N:46]=[CH:45][CH:44]=[CH:43][C:42]=4[CH2:41][CH2:40][CH2:39]3)[CH2:23][CH2:24][CH2:25][CH2:26][N:27]3C(=O)C4C(=CC=CC=4)C3=O)=[N:10][CH:9]=2)=[CH:4][CH:3]=1.O.NN. The catalyst is C(O)C. The product is [F:1][C:2]1[CH:3]=[CH:4][C:5]([C:8]2[N:12]([CH2:13][O:14][CH2:15][CH2:16][Si:17]([CH3:19])([CH3:20])[CH3:18])[C:11]([CH2:21][N:22]([CH:38]3[C:47]4[N:46]=[CH:45][CH:44]=[CH:43][C:42]=4[CH2:41][CH2:40][CH2:39]3)[CH2:23][CH2:24][CH2:25][CH2:26][NH2:27])=[N:10][CH:9]=2)=[CH:6][CH:7]=1. The yield is 0.730. (4) The reactants are [C:1]([C:5]1[N:10]=[C:9]([N:11]2[CH2:16][CH2:15][N:14]([CH2:17][CH2:18][CH2:19][CH2:20][NH2:21])[CH2:13][CH2:12]2)[CH:8]=[C:7]([C:22]([F:25])([F:24])[F:23])[N:6]=1)([CH3:4])([CH3:3])[CH3:2].C1N=CN([C:31]([N:33]2[CH:37]=N[CH:35]=[CH:34]2)=[O:32])C=1.[O:38]([CH:45]1CCNC[CH2:46]1)[C:39]1[CH:44]=[CH:43][CH:42]=[CH:41][CH:40]=1. The catalyst is C(Cl)(Cl)Cl.CO. The product is [C:1]([C:5]1[N:10]=[C:9]([N:11]2[CH2:16][CH2:15][N:14]([CH2:17][CH2:18][CH2:19][CH2:20][NH:21][C:31]([N:33]3[CH2:34][CH2:35][CH:45]([O:38][C:39]4[CH:44]=[CH:43][CH:42]=[CH:41][CH:40]=4)[CH2:46][CH2:37]3)=[O:32])[CH2:13][CH2:12]2)[CH:8]=[C:7]([C:22]([F:24])([F:25])[F:23])[N:6]=1)([CH3:4])([CH3:2])[CH3:3]. The yield is 0.320. (5) The reactants are FC(F)(F)C(O)=O.[Cl:8][C:9]1[C:10]([F:38])=[C:11]([CH:15]2[C:19]([C:22]3[CH:27]=[CH:26][C:25]([Cl:28])=[CH:24][C:23]=3[F:29])([C:20]#[N:21])[CH:18]([CH2:30][C:31]([CH3:34])([CH3:33])[CH3:32])[NH:17][CH:16]2[C:35]([OH:37])=O)[CH:12]=[CH:13][CH:14]=1.CC1(C)[O:44][C@H:43]([CH2:45][CH2:46][NH2:47])[CH2:42][O:41]1.CN(C(ON1N=NC2C=CC=NC1=2)=[N+](C)C)C.F[P-](F)(F)(F)(F)F.CCN(C(C)C)C(C)C.Cl. The catalyst is C(Cl)Cl.O1CCCC1. The product is [OH:44][C@@H:43]([CH2:42][OH:41])[CH2:45][CH2:46][NH:47][C:35]([CH:16]1[CH:15]([C:11]2[CH:12]=[CH:13][CH:14]=[C:9]([Cl:8])[C:10]=2[F:38])[C:19]([C:22]2[CH:27]=[CH:26][C:25]([Cl:28])=[CH:24][C:23]=2[F:29])([C:20]#[N:21])[CH:18]([CH2:30][C:31]([CH3:34])([CH3:32])[CH3:33])[NH:17]1)=[O:37]. The yield is 0.680.